This data is from Reaction yield outcomes from USPTO patents with 853,638 reactions. The task is: Predict the reaction yield, written as a fraction of the theoretical maximum amount of product (1.0 means a 100% yield; for example, 0.34 means a 34% yield). (1) The reactants are [H-].[Na+].COP([CH:9]([C:17]1[CH:22]=[CH:21][CH:20]=[C:19]([C:23]#[N:24])[CH:18]=1)[O:10][CH:11]1[CH2:16][CH2:15][CH2:14][CH2:13][O:12]1)(=O)OC.[N:25]1[CH:30]=[CH:29][C:28]([CH:31]=O)=[CH:27][CH:26]=1.O. The catalyst is C1COCC1. The product is [N:25]1[CH:30]=[CH:29][C:28](/[CH:31]=[C:9](\[C:17]2[CH:18]=[C:19]([CH:20]=[CH:21][CH:22]=2)[C:23]#[N:24])/[O:10][CH:11]2[CH2:16][CH2:15][CH2:14][CH2:13][O:12]2)=[CH:27][CH:26]=1. The yield is 0.980. (2) The reactants are [NH2:1][C:2]1[CH:7]=[CH:6][C:5]([C:8]2[N:13]=[C:12]([N:14]3[CH:19]([CH3:20])[CH2:18][O:17][CH2:16][CH:15]3[CH3:21])[N:11]=[C:10]([C:22]3[CH:27]=[CH:26][C:25]([NH:28][C:29]([NH:31][CH3:32])=[O:30])=[CH:24][CH:23]=3)[N:9]=2)=[CH:4][CH:3]=1.[N:33]1[CH:38]=[CH:37][CH:36]=[C:35]([NH:39][C:40](=O)[O:41]C2C=CC=CC=2)[CH:34]=1. No catalyst specified. The product is [CH3:21][CH:15]1[CH2:16][O:17][CH2:18][CH:19]([CH3:20])[N:14]1[C:12]1[N:11]=[C:10]([C:22]2[CH:27]=[CH:26][C:25]([NH:28][C:29](=[O:30])[NH:31][CH3:32])=[CH:24][CH:23]=2)[N:9]=[C:8]([C:5]2[CH:4]=[CH:3][C:2]([NH:1][C:40]([NH:39][C:35]3[CH:34]=[N:33][CH:38]=[CH:37][CH:36]=3)=[O:41])=[CH:7][CH:6]=2)[N:13]=1. The yield is 0.0600. (3) The reactants are Cl.[Cl:2][C:3]1[C:8]([Cl:9])=[CH:7][C:6]([NH:10][C:11]2[C:12]3[C:19]4[CH2:20][CH2:21][NH:22][CH2:23][C:18]=4[S:17][C:13]=3[N:14]=[CH:15][N:16]=2)=[CH:5][C:4]=1[OH:24].Cl.[CH3:26][N:27]([CH:34]([CH3:36])[CH3:35])[CH2:28]/[CH:29]=[CH:30]/[C:31](O)=[O:32].CCN(C(C)C)C(C)C.CN(C(ON1N=NC2C=CC=CC1=2)=[N+](C)C)C.[B-](F)(F)(F)F. The catalyst is CN(C=O)C. The product is [Cl:2][C:3]1[C:8]([Cl:9])=[CH:7][C:6]([NH:10][C:11]2[C:12]3[C:19]4[CH2:20][CH2:21][N:22]([C:31](=[O:32])/[CH:30]=[CH:29]/[CH2:28][N:27]([CH3:26])[CH:34]([CH3:36])[CH3:35])[CH2:23][C:18]=4[S:17][C:13]=3[N:14]=[CH:15][N:16]=2)=[CH:5][C:4]=1[OH:24]. The yield is 0.520. (4) The reactants are [CH3:1][O:2][C:3](=[O:24])[C@@H:4]1[CH2:8][CH:7]([S:9][C:10]2[CH:15]=[CH:14][C:13](Br)=[CH:12][CH:11]=2)[CH2:6][N:5]1[C:17]([O:19][C:20]([CH3:23])([CH3:22])[CH3:21])=[O:18].[CH:25]1[C:33]2[C:32]3[CH:34]=[CH:35][CH:36]=[CH:37][C:31]=3[O:30][C:29]=2[C:28]([C:38]2[CH:43]=[CH:42][C:41](B(O)O)=[CH:40][CH:39]=2)=[CH:27][CH:26]=1.C([O-])([O-])=O.[K+].[K+]. The catalyst is C1(C)C=CC=CC=1.C(O)C.C(OCC)(=O)C.C1C=CC([P]([Pd]([P](C2C=CC=CC=2)(C2C=CC=CC=2)C2C=CC=CC=2)([P](C2C=CC=CC=2)(C2C=CC=CC=2)C2C=CC=CC=2)[P](C2C=CC=CC=2)(C2C=CC=CC=2)C2C=CC=CC=2)(C2C=CC=CC=2)C2C=CC=CC=2)=CC=1. The product is [CH3:1][O:2][C:3](=[O:24])[C@@H:4]1[CH2:8][CH:7]([S:9][C:10]2[CH:15]=[CH:14][C:13]([C:41]3[CH:42]=[CH:43][C:38]([C:28]4[C:29]5[O:30][C:31]6[CH:37]=[CH:36][CH:35]=[CH:34][C:32]=6[C:33]=5[CH:25]=[CH:26][CH:27]=4)=[CH:39][CH:40]=3)=[CH:12][CH:11]=2)[CH2:6][N:5]1[C:17]([O:19][C:20]([CH3:23])([CH3:22])[CH3:21])=[O:18]. The yield is 0.730. (5) The reactants are [NH2:1][C:2]1[S:6][N:5]=[C:4]([CH3:7])[C:3]=1[C:8]([NH:10][C:11]1[CH:16]=[CH:15][C:14]([F:17])=[C:13]([F:18])[CH:12]=1)=[O:9].I[C:20]1[CH:25]=[N:24][CH:23]=[C:22]([C:26]([F:29])([F:28])[F:27])[N:21]=1.C(=O)([O-])[O-].[Cs+].[Cs+].CC1(C)C2C(=C(P(C3C=CC=CC=3)C3C=CC=CC=3)C=CC=2)OC2C(P(C3C=CC=CC=3)C3C=CC=CC=3)=CC=CC1=2. The catalyst is O1CCOCC1.CN(C=O)C.C([O-])(=O)C.[Pd+2].C([O-])(=O)C. The product is [F:18][C:13]1[CH:12]=[C:11]([NH:10][C:8]([C:3]2[C:4]([CH3:7])=[N:5][S:6][C:2]=2[NH:1][C:20]2[CH:25]=[N:24][CH:23]=[C:22]([C:26]([F:29])([F:28])[F:27])[N:21]=2)=[O:9])[CH:16]=[CH:15][C:14]=1[F:17]. The yield is 0.470. (6) The yield is 0.850. The product is [F:1][CH2:2][C@@:3]1([C:48]([OH:50])=[O:49])[CH2:8][CH2:7][C:6]([C:9]2[C:10]([CH3:47])([CH3:46])[C@H:11]3[C@:24]([CH3:27])([CH2:25][CH:26]=2)[C@@H:23]2[C@:14]([CH3:45])([C@@:15]4([CH3:44])[C@H:20]([CH2:21][CH2:22]2)[C@H:19]2[C@H:28]([C:31]([CH3:33])=[CH2:32])[CH2:29][CH2:30][C@:18]2([NH:34][C:35](=[O:43])[CH2:36][CH:37]2[CH2:42][CH2:41][O:40][CH2:39][CH2:38]2)[CH2:17][CH2:16]4)[CH2:13][CH2:12]3)=[CH:5][CH2:4]1. The catalyst is O1CCOCC1.CO. The reactants are [F:1][CH2:2][C@@:3]1([C:48]([O:50]CC2C=CC=CC=2)=[O:49])[CH2:8][CH2:7][C:6]([C:9]2[C:10]([CH3:47])([CH3:46])[C@H:11]3[C@:24]([CH3:27])([CH2:25][CH:26]=2)[C@@H:23]2[C@:14]([CH3:45])([C@@:15]4([CH3:44])[C@H:20]([CH2:21][CH2:22]2)[C@H:19]2[C@H:28]([C:31]([CH3:33])=[CH2:32])[CH2:29][CH2:30][C@:18]2([NH:34][C:35](=[O:43])[CH2:36][CH:37]2[CH2:42][CH2:41][O:40][CH2:39][CH2:38]2)[CH2:17][CH2:16]4)[CH2:13][CH2:12]3)=[CH:5][CH2:4]1.[OH-].[Na+]. (7) The reactants are [CH:1]([NH:4][CH2:5][C:6]([NH:8][CH2:9][C:10]1[CH:15]=[C:14]([C:16]2[CH:21]=[CH:20][C:19]([C:22]([F:25])([F:24])[F:23])=[CH:18][CH:17]=2)[N:13]=[CH:12][N:11]=1)=[O:7])([CH3:3])[CH3:2].C(N(CC)C(C)C)(C)C.[Cl:35][C:36]1[N:41]=[CH:40][C:39]([S:42](Cl)(=[O:44])=[O:43])=[CH:38][CH:37]=1.C(OCC)(=O)C. The catalyst is C(Cl)Cl. The product is [Cl:35][C:36]1[N:41]=[CH:40][C:39]([S:42]([N:4]([CH:1]([CH3:3])[CH3:2])[CH2:5][C:6]([NH:8][CH2:9][C:10]2[CH:15]=[C:14]([C:16]3[CH:17]=[CH:18][C:19]([C:22]([F:24])([F:25])[F:23])=[CH:20][CH:21]=3)[N:13]=[CH:12][N:11]=2)=[O:7])(=[O:44])=[O:43])=[CH:38][CH:37]=1. The yield is 0.490.